Dataset: Catalyst prediction with 721,799 reactions and 888 catalyst types from USPTO. Task: Predict which catalyst facilitates the given reaction. Reactant: [C:1]([O:5][C:6]([N:8]1[CH2:13][CH2:12][CH:11]([O:14][C:15]2[C:20]([C:21](=[O:23])[NH2:22])=[CH:19][C:18]([N+:24]([O-])=O)=[CH:17][C:16]=2[C:27](=[O:29])[NH2:28])[CH2:10][CH2:9]1)=[O:7])([CH3:4])([CH3:3])[CH3:2]. Product: [C:1]([O:5][C:6]([N:8]1[CH2:9][CH2:10][CH:11]([O:14][C:15]2[C:16]([C:27](=[O:29])[NH2:28])=[CH:17][C:18]([NH2:24])=[CH:19][C:20]=2[C:21](=[O:23])[NH2:22])[CH2:12][CH2:13]1)=[O:7])([CH3:4])([CH3:2])[CH3:3]. The catalyst class is: 19.